This data is from Full USPTO retrosynthesis dataset with 1.9M reactions from patents (1976-2016). The task is: Predict the reactants needed to synthesize the given product. (1) Given the product [Cl:1][C:2]1[CH:11]=[C:10]2[C:5]([N:6]=[C:7]([C:15]3[CH2:16][CH2:17][N:18]([CH3:23])[CH2:19][CH:20]=3)[C:8]3[N:9]2[CH:12]=[N:13][N:14]=3)=[CH:4][CH:3]=1, predict the reactants needed to synthesize it. The reactants are: [Cl:1][C:2]1[CH:11]=[C:10]2[C:5]([N:6]=[C:7]([C:15]3[CH2:16][CH2:17][NH:18][CH2:19][CH:20]=3)[C:8]3[N:9]2[CH:12]=[N:13][N:14]=3)=[CH:4][CH:3]=1.C=O.[CH3:23]C(O)=O.[BH-](OC(C)=O)(OC(C)=O)OC(C)=O.[Na+]. (2) Given the product [CH3:2][C:1]([O:26][CH:25]1[C:9]2([CH3:8])[CH2:10][CH2:11][CH:12]3[C:13]4[CH:14]=[CH:15][C:16]([O:27][C:29]([CH3:28])=[O:30])=[CH:17][C:18]=4[CH2:19][CH2:20][CH:21]3[CH:22]2[CH2:23][CH2:24]1)=[O:3], predict the reactants needed to synthesize it. The reactants are: [C:1](OC(=O)C)(=[O:3])[CH3:2].[CH3:8][C@@:9]12[C@@H:25]([OH:26])[CH2:24][CH2:23][C@H:22]1[C@H:21]1[C@@H:12]([C:13]3[CH:14]=[CH:15][C:16]([OH:27])=[CH:17][C:18]=3[CH2:19][CH2:20]1)[CH2:11][CH2:10]2.[CH3:28][C:29](C)=[O:30].C(Cl)Cl.